Predict the reaction yield, written as a fraction of the theoretical maximum amount of product (1.0 means a 100% yield; for example, 0.34 means a 34% yield). From a dataset of Reaction yield outcomes from USPTO patents with 853,638 reactions. The product is [C:1]([O:5][C:6](=[O:15])[NH:7][CH:8]1[CH2:13][CH2:12][CH2:11][CH:10]([NH:14][C:57](=[O:58])[C:56]2[CH:60]=[CH:61][C:53]([C:49]([CH3:51])([CH3:50])[CH3:52])=[CH:54][CH:55]=2)[CH2:9]1)([CH3:4])([CH3:2])[CH3:3]. The reactants are [C:1]([O:5][C:6](=[O:15])[NH:7][CH:8]1[CH2:13][CH2:12][CH2:11][CH:10]([NH2:14])[CH2:9]1)([CH3:4])([CH3:3])[CH3:2].C(N(C(C)C)CC)(C)C.CN(C(ON1N=NC2C=CC=NC1=2)=[N+](C)C)C.F[P-](F)(F)(F)(F)F.[C:49]([C:53]1[CH:61]=[CH:60][C:56]([C:57](O)=[O:58])=[CH:55][CH:54]=1)([CH3:52])([CH3:51])[CH3:50]. The catalyst is CN(C=O)C. The yield is 0.480.